Dataset: Peptide-MHC class I binding affinity with 185,985 pairs from IEDB/IMGT. Task: Regression. Given a peptide amino acid sequence and an MHC pseudo amino acid sequence, predict their binding affinity value. This is MHC class I binding data. (1) The peptide sequence is TPQDLNTML. The MHC is HLA-A68:02 with pseudo-sequence HLA-A68:02. The binding affinity (normalized) is 0. (2) The binding affinity (normalized) is 0.550. The peptide sequence is VVNARLRAK. The MHC is HLA-A11:01 with pseudo-sequence HLA-A11:01. (3) The peptide sequence is MLMTGTLAVF. The MHC is HLA-A02:17 with pseudo-sequence HLA-A02:17. The binding affinity (normalized) is 0.679. (4) The peptide sequence is NANAYSGKY. The MHC is HLA-A32:01 with pseudo-sequence HLA-A32:01. The binding affinity (normalized) is 0. (5) The peptide sequence is GLSFLNPEK. The MHC is HLA-B46:01 with pseudo-sequence HLA-B46:01. The binding affinity (normalized) is 0.0847. (6) The peptide sequence is IPKFKVTGSY. The MHC is HLA-B51:01 with pseudo-sequence HLA-B51:01. The binding affinity (normalized) is 0.